This data is from Full USPTO retrosynthesis dataset with 1.9M reactions from patents (1976-2016). The task is: Predict the reactants needed to synthesize the given product. (1) Given the product [CH3:4][C:5]1[O:6][C:7]2[CH2:8][CH2:9][C:10]3[CH:19]=[CH:18][CH:17]=[CH:16][C:11]=3[C:12](=[CH:28][C:29]3[CH:30]=[C:25]([NH:24][S:21]([CH3:20])(=[O:23])=[O:22])[CH:26]=[CH:1][CH:2]=3)[C:13]=2[N:14]=1, predict the reactants needed to synthesize it. The reactants are: [CH:1](Br)=[CH2:2].[CH3:4][C:5]1[O:6][C:7]2[CH2:8][CH2:9][C:10]3[CH:19]=[CH:18][CH:17]=[CH:16][C:11]=3[C:12](=O)[C:13]=2[N:14]=1.[CH3:20][S:21]([NH:24][C:25]1[CH:26]=C(B(O)O)[CH:28]=[CH:29][CH:30]=1)(=[O:23])=[O:22]. (2) Given the product [Br:16][C:17]1[CH:18]=[CH:19][C:20]([C:23]2[N:24]=[C:25]([CH2:28][OH:29])[O:26][CH:27]=2)=[CH:21][CH:22]=1, predict the reactants needed to synthesize it. The reactants are: CC1(C)CCCC(C)(C)N1.C([Li])CCC.[Br:16][C:17]1[CH:22]=[CH:21][C:20]([C:23]2[N:24]=[CH:25][O:26][CH:27]=2)=[CH:19][CH:18]=1.[CH2:28]=[O:29].[Cl-].[NH4+]. (3) Given the product [CH2:1]([N:3]([CH2:12][CH3:13])[C:4](=[Se:22])[C:5]1[CH:10]=[CH:9][CH:8]=[CH:7][CH:6]=1)[CH3:2], predict the reactants needed to synthesize it. The reactants are: [CH2:1]([N:3]([CH2:12][CH3:13])[C:4](=O)[C:5]1[CH:10]=[CH:9][CH:8]=[CH:7][CH:6]=1)[CH3:2].C(Cl)(=O)C(Cl)=O.[Li][AlH][SeH:22]. (4) Given the product [Cl:15][C:16]1[CH:23]=[CH:22][C:19]([CH2:20][N:4]2[CH2:5][CH:6]([O:26][CH3:24])[CH2:7]2)=[CH:18][N:17]=1, predict the reactants needed to synthesize it. The reactants are: Cl.CO[N:4]1[CH2:7][CH2:6][CH2:5]1.C(N(CC)CC)C.[Cl:15][C:16]1[CH:23]=[CH:22][C:19]([CH:20]=O)=[CH:18][N:17]=1.[C:24](O)(=[O:26])C.[Na]. (5) Given the product [Cl:1][C:2]1[C:7]([CH2:8][O:9][C:10]2[CH:11]=[CH:12][CH:13]=[C:14]3[C:19]=2[N:18]=[C:17]([CH3:20])[CH:16]=[C:15]3[C:21]2[N:22]([CH3:26])[N:23]=[CH:24][CH:25]=2)=[C:6]([CH2:27][NH2:29])[CH:5]=[N:4][CH:3]=1, predict the reactants needed to synthesize it. The reactants are: [Cl:1][C:2]1[CH:3]=[N:4][CH:5]=[C:6]([CH2:27]Cl)[C:7]=1[CH2:8][O:9][C:10]1[CH:11]=[CH:12][CH:13]=[C:14]2[C:19]=1[N:18]=[C:17]([CH3:20])[CH:16]=[C:15]2[C:21]1[N:22]([CH3:26])[N:23]=[CH:24][CH:25]=1.[NH3:29]. (6) Given the product [C:1]([O:5][C:6]([N:8]1[C:17]2[C:12](=[CH:13][C:14]([C:18](=[N:21][OH:22])[CH3:19])=[CH:15][CH:16]=2)[CH2:11][CH2:10][CH2:9]1)=[O:7])([CH3:4])([CH3:3])[CH3:2], predict the reactants needed to synthesize it. The reactants are: [C:1]([O:5][C:6]([N:8]1[C:17]2[C:12](=[CH:13][C:14]([C:18](=O)[CH3:19])=[CH:15][CH:16]=2)[CH2:11][CH2:10][CH2:9]1)=[O:7])([CH3:4])([CH3:3])[CH3:2].[NH2:21][OH:22]. (7) Given the product [CH3:38][S:39]([OH:42])(=[O:41])=[O:40].[Cl:1][C:2]1[CH:7]=[CH:6][CH:5]=[C:4]([F:8])[C:3]=1[NH:9][C:10]1[NH:11][C:12]2[C:18]3[CH2:19][C:20]([CH3:23])([CH3:22])[O:21][C:17]=3[C:16]([C:24]([NH:26][C:27]3[CH:32]=[CH:31][C:30]([F:33])=[C:29]([C:34]([F:37])([F:36])[F:35])[CH:28]=3)=[O:25])=[CH:15][C:13]=2[N:14]=1, predict the reactants needed to synthesize it. The reactants are: [Cl:1][C:2]1[CH:7]=[CH:6][CH:5]=[C:4]([F:8])[C:3]=1[NH:9][C:10]1[NH:11][C:12]2[C:18]3[CH2:19][C:20]([CH3:23])([CH3:22])[O:21][C:17]=3[C:16]([C:24]([NH:26][C:27]3[CH:32]=[CH:31][C:30]([F:33])=[C:29]([C:34]([F:37])([F:36])[F:35])[CH:28]=3)=[O:25])=[CH:15][C:13]=2[N:14]=1.[CH3:38][S:39]([OH:42])(=[O:41])=[O:40]. (8) Given the product [Br:1][CH2:2][CH2:3][CH2:4][CH2:5][C:6]([N:20]1[CH2:19][CH:18]([N:22]([CH2:24][C:25]2[CH:30]=[CH:29][C:28]([C:31]([F:34])([F:32])[F:33])=[C:27]([F:35])[CH:26]=2)[CH3:23])[CH:17]([C:12]2[CH:13]=[CH:14][C:15]([Cl:16])=[C:10]([Cl:9])[CH:11]=2)[CH2:21]1)=[O:7], predict the reactants needed to synthesize it. The reactants are: [Br:1][CH2:2][CH2:3][CH2:4][CH2:5][C:6](Cl)=[O:7].[Cl:9][C:10]1[CH:11]=[C:12]([CH:17]2[CH2:21][NH:20][CH2:19][CH:18]2[N:22]([CH2:24][C:25]2[CH:30]=[CH:29][C:28]([C:31]([F:34])([F:33])[F:32])=[C:27]([F:35])[CH:26]=2)[CH3:23])[CH:13]=[CH:14][C:15]=1[Cl:16].C(N(CC)CC)C.